Dataset: Forward reaction prediction with 1.9M reactions from USPTO patents (1976-2016). Task: Predict the product of the given reaction. (1) Given the reactants [C:1]([C:3]1[CH:4]=[C:5]([C:9]2[CH:10]=[CH:11][C:12]3[O:16][C:15]([C:17]4[CH:22]=[CH:21][C:20]([F:23])=[CH:19][CH:18]=4)=[C:14]([C:24]([NH:26][CH3:27])=[O:25])[C:13]=3[CH:28]=2)[CH:6]=[CH:7][CH:8]=1)#[N:2].N[C:30]([CH3:34])([CH3:33])[CH2:31][OH:32], predict the reaction product. The product is: [CH3:33][C:30]1([CH3:34])[CH2:31][O:32][C:1]([C:3]2[CH:4]=[C:5]([C:9]3[CH:10]=[CH:11][C:12]4[O:16][C:15]([C:17]5[CH:22]=[CH:21][C:20]([F:23])=[CH:19][CH:18]=5)=[C:14]([C:24]([NH:26][CH3:27])=[O:25])[C:13]=4[CH:28]=3)[CH:6]=[CH:7][CH:8]=2)=[N:2]1. (2) Given the reactants [Br:1][C:2]1[CH:3]=[CH:4][C:5]([OH:11])=[C:6]([C:8](=[O:10])[CH3:9])[CH:7]=1.C([O-])([O-])=O.[K+].[K+].[CH2:18]([O:20][C:21](=[O:24])[CH2:22]Br)[CH3:19], predict the reaction product. The product is: [CH2:18]([O:20][C:21](=[O:24])[CH2:22][O:11][C:5]1[CH:4]=[CH:3][C:2]([Br:1])=[CH:7][C:6]=1[C:8](=[O:10])[CH3:9])[CH3:19].